This data is from Catalyst prediction with 721,799 reactions and 888 catalyst types from USPTO. The task is: Predict which catalyst facilitates the given reaction. (1) Reactant: [CH2:1]([OH:16])[CH:2]([OH:15])[CH2:3][O:4][CH2:5][CH:6]([OH:14])[CH2:7][O:8][CH2:9][CH:10]([OH:13])[CH2:11][OH:12].C(O)C(O)COCC(O)CO.[CH:28](=O)[CH2:29][CH2:30][CH2:31][CH2:32][CH2:33][CH2:34][CH2:35][CH2:36][CH3:37]. Product: [CH2:28]([O:12][CH2:11][CH:10]([OH:13])[CH2:9][O:8][CH2:7][CH:6]([OH:14])[CH2:5][O:4][CH2:3][CH:2]([OH:15])[CH2:1][OH:16])[CH2:29][CH2:30][CH2:31][CH2:32][CH2:33][CH2:34][CH2:35][CH2:36][CH3:37]. The catalyst class is: 45. (2) The catalyst class is: 13. Product: [C:34]([O:33][C:31](=[O:32])[NH:30][CH:27]1[CH2:28][CH2:29][N:24]([CH2:23][CH2:22][N:9]2[C:10]3[C:5](=[CH:4][CH:3]=[C:2]([F:1])[CH:11]=3)[C:6](=[O:14])[N:7]([CH3:13])[C:8]2=[O:12])[CH2:25][CH2:26]1)([CH3:37])([CH3:36])[CH3:35]. Reactant: [F:1][C:2]1[CH:11]=[C:10]2[C:5]([C:6](=[O:14])[N:7]([CH3:13])[C:8](=[O:12])[NH:9]2)=[CH:4][CH:3]=1.[H-].[Na+].CS(O[CH2:22][CH2:23][N:24]1[CH2:29][CH2:28][CH:27]([NH:30][C:31]([O:33][C:34]([CH3:37])([CH3:36])[CH3:35])=[O:32])[CH2:26][CH2:25]1)(=O)=O.C(OC(=O)NC1CCN(CCN2C3C(=CC=C(OC)C=3)C=CC2=O)CC1)(C)(C)C. (3) Reactant: C(OC([N:8]1[CH2:13][CH2:12][N:11]([CH2:14][C:15]2[CH:24]=[C:23]3[C:18]([C:19](Cl)=[N:20][CH:21]=[N:22]3)=[CH:17][CH:16]=2)[C:10](=[O:26])[CH2:9]1)=O)(C)(C)C.[NH3:27].C(O)(=O)C. Product: [NH2:27][C:19]1[C:18]2[C:23](=[CH:24][C:15]([CH2:14][N:11]3[CH2:12][CH2:13][NH:8][CH2:9][C:10]3=[O:26])=[CH:16][CH:17]=2)[N:22]=[CH:21][N:20]=1. The catalyst class is: 8. (4) Reactant: [F:1][C:2]([F:15])([F:14])[S:3]([O:6]S(C(F)(F)F)(=O)=O)(=[O:5])=[O:4].[C:16]([O:20][C:21]([NH:23][C@H:24]([C:36]([O:38][CH2:39][C:40]1[CH:45]=[CH:44][CH:43]=[CH:42][CH:41]=1)=[O:37])[CH2:25][C:26]1[C:31]([N+:32]([O-:34])=[O:33])=[CH:30][CH:29]=[C:28](O)[CH:27]=1)=[O:22])([CH3:19])([CH3:18])[CH3:17].C(N(CC)CC)C.CC(C)=O.C(=O)=O. Product: [C:16]([O:20][C:21]([NH:23][C@H:24]([C:36]([O:38][CH2:39][C:40]1[CH:45]=[CH:44][CH:43]=[CH:42][CH:41]=1)=[O:37])[CH2:25][C:26]1[CH:27]=[C:28]([O:6][S:3]([C:2]([F:15])([F:14])[F:1])(=[O:5])=[O:4])[CH:29]=[CH:30][C:31]=1[N+:32]([O-:34])=[O:33])=[O:22])([CH3:19])([CH3:17])[CH3:18]. The catalyst class is: 46. (5) Product: [N:12]1[CH:13]=[CH:14][CH:15]=[CH:16][C:11]=1[C:7]1[CH:6]=[C:5]([CH2:4][C:3]([OH:17])=[O:2])[CH:10]=[CH:9][CH:8]=1. The catalyst class is: 20. Reactant: C[O:2][C:3](=[O:17])[CH2:4][C:5]1[CH:10]=[CH:9][CH:8]=[C:7]([C:11]2[CH:16]=[CH:15][CH:14]=[CH:13][N:12]=2)[CH:6]=1. (6) Reactant: [OH:1][C:2]1[CH:7]=[CH:6][C:5](/[CH:8]=[CH:9]/[C:10](=[O:12])[CH3:11])=[CH:4][C:3]=1[O:13][CH3:14].C([O-])([O-])=O.[K+].[K+].[F:21][C:22]([F:33])([F:32])[O:23][C:24]1[CH:31]=[CH:30][C:27]([CH:28]=O)=[CH:26][CH:25]=1. Product: [OH:1][C:2]1[CH:7]=[CH:6][C:5](/[CH:8]=[CH:9]/[C:10](=[O:12])/[CH:11]=[CH:28]/[C:27]2[CH:30]=[CH:31][C:24]([O:23][C:22]([F:21])([F:32])[F:33])=[CH:25][CH:26]=2)=[CH:4][C:3]=1[O:13][CH3:14]. The catalyst class is: 88.